From a dataset of Full USPTO retrosynthesis dataset with 1.9M reactions from patents (1976-2016). Predict the reactants needed to synthesize the given product. (1) Given the product [Br:5][C:6]1[CH:11]=[C:10]([N+:1]([O-:4])=[O:2])[C:9]([CH3:12])=[CH:8][C:7]=1[F:13], predict the reactants needed to synthesize it. The reactants are: [N+:1]([O-:4])(O)=[O:2].[Br:5][C:6]1[CH:11]=[CH:10][C:9]([CH3:12])=[CH:8][C:7]=1[F:13]. (2) Given the product [NH2:3][C:4]1[CH:5]=[CH:6][C:7]([C:8]([O:10][CH2:11][CH3:12])=[O:9])=[CH:13][C:14]=1[Br:1], predict the reactants needed to synthesize it. The reactants are: [Br:1]Br.[NH2:3][C:4]1[CH:14]=[CH:13][C:7]([C:8]([O:10][CH2:11][CH3:12])=[O:9])=[CH:6][CH:5]=1. (3) Given the product [Cl:1][C:2]1[CH:3]=[CH:4][C:5](/[CH:8]=[CH:9]/[C:10]([NH:12][C@@H:13]([CH2:21][C:22]2[CH:27]=[CH:26][CH:25]=[CH:24][N:23]=2)[C:14]([NH:16][CH2:17][C:18]([N:42]2[CH2:43][CH2:44][CH:39]([O:38][C:32]3[C:31]([Cl:30])=[CH:36][C:35]([Cl:37])=[CH:34][N:33]=3)[CH2:40][CH2:41]2)=[O:20])=[O:15])=[O:11])=[CH:6][CH:7]=1, predict the reactants needed to synthesize it. The reactants are: [Cl:1][C:2]1[CH:7]=[CH:6][C:5](/[CH:8]=[CH:9]/[C:10]([NH:12][C@@H:13]([CH2:21][C:22]2[CH:27]=[CH:26][CH:25]=[CH:24][N:23]=2)[C:14]([NH:16][CH2:17][C:18]([OH:20])=O)=[O:15])=[O:11])=[CH:4][CH:3]=1.Cl.Cl.[Cl:30][C:31]1[C:32]([O:38][CH:39]2[CH2:44][CH2:43][NH:42][CH2:41][CH2:40]2)=[N:33][CH:34]=[C:35]([Cl:37])[CH:36]=1.ON1C2C=CC=CC=2N=N1.C(N(CC)C(C)C)(C)C. (4) The reactants are: [H-].[Na+].[NH:3]1[CH:10]=[CH:9][C:7](=[O:8])[NH:6][C:4]1=[O:5].[CH2:11](Br)[CH:12]=[CH2:13]. Given the product [CH2:13]([N:3]1[CH:10]=[CH:9][C:7](=[O:8])[NH:6][C:4]1=[O:5])[CH:12]=[CH2:11], predict the reactants needed to synthesize it. (5) Given the product [Cl:13][C:14]1[CH:15]=[C:16]([CH:17]=[C:18]([O:20][C:21]([F:23])([F:24])[F:22])[CH:19]=1)[O:25][CH:60]1[CH2:65][CH2:64][N:63]([C:66]([O:68][C:69]([CH3:72])([CH3:71])[CH3:70])=[O:67])[CH2:62][CH2:61]1, predict the reactants needed to synthesize it. The reactants are: ClC1C=CC(O)=CC=1C(F)(F)F.[Cl:13][C:14]1[CH:15]=[C:16]([OH:25])[CH:17]=[C:18]([O:20][C:21]([F:24])([F:23])[F:22])[CH:19]=1.C1(C2C(CN3CCC(OS(C)(=O)=O)CC3)=CC(F)=C(C=2)C(OC(C)(C)C)=O)CC1.CS(O[CH:60]1[CH2:65][CH2:64][N:63]([C:66]([O:68][C:69]([CH3:72])([CH3:71])[CH3:70])=[O:67])[CH2:62][CH2:61]1)(=O)=O.